Dataset: Catalyst prediction with 721,799 reactions and 888 catalyst types from USPTO. Task: Predict which catalyst facilitates the given reaction. (1) Reactant: [BH4-].[Na+].[NH2:3][C:4]1[CH:9]=[CH:8][C:7]([C:10](=[O:19])[CH2:11][CH2:12][C:13]2[CH:18]=[CH:17][CH:16]=[CH:15][N:14]=2)=[CH:6][CH:5]=1. Product: [NH2:3][C:4]1[CH:5]=[CH:6][C:7]([CH:10]([OH:19])[CH2:11][CH2:12][C:13]2[CH:18]=[CH:17][CH:16]=[CH:15][N:14]=2)=[CH:8][CH:9]=1. The catalyst class is: 5. (2) Reactant: [Br:1][C:2]1[CH:7]=[C:6]([CH3:8])[N:5]=[C:4]([CH2:9][CH2:10][CH2:11][CH2:12][OH:13])[CH:3]=1.[H-].[Na+].CI.[C:18](=O)(O)[O-].[Na+]. Product: [Br:1][C:2]1[CH:7]=[C:6]([CH3:8])[N:5]=[C:4]([CH2:9][CH2:10][CH2:11][CH2:12][O:13][CH3:18])[CH:3]=1. The catalyst class is: 9. (3) Reactant: [Cl:1][C:2]1[CH:3]=[C:4]([CH:7]=[C:8]([OH:11])[C:9]=1[OH:10])[CH:5]=[O:6].[C:12]([O-])([O-])=O.[Cs+].[Cs+].O. Product: [Cl:1][C:2]1[C:9]2[O:10][CH2:12][O:11][C:8]=2[CH:7]=[C:4]([CH:5]=[O:6])[CH:3]=1. The catalyst class is: 3. (4) Reactant: C([O:3][C:4](=[O:23])/[CH:5]=[CH:6]/[C:7]([N:9]1[C:14]2[CH:15]=[C:16]([CH3:19])[CH:17]=[CH:18][C:13]=2[O:12][CH:11]([CH:20]([CH3:22])[CH3:21])[CH2:10]1)=[O:8])C.[OH-].[Na+]. Product: [CH:20]([CH:11]1[CH2:10][N:9]([C:7](=[O:8])/[CH:6]=[CH:5]/[C:4]([OH:23])=[O:3])[C:14]2[CH:15]=[C:16]([CH3:19])[CH:17]=[CH:18][C:13]=2[O:12]1)([CH3:22])[CH3:21]. The catalyst class is: 5. (5) Reactant: F[C:2]1[CH:11]=[CH:10][CH:9]=[C:8]2[C:3]=1[C:4]([NH:12][C:13]1[CH:14]=[C:15]3[C:19](=[CH:20][CH:21]=1)[N:18]([CH2:22][C:23]1[CH:28]=[CH:27][CH:26]=[CH:25][N:24]=1)[N:17]=[CH:16]3)=[N:5][CH:6]=[N:7]2.[CH3:29][O-:30].[Na+]. Product: [CH3:29][O:30][C:2]1[CH:11]=[CH:10][CH:9]=[C:8]2[C:3]=1[C:4]([NH:12][C:13]1[CH:14]=[C:15]3[C:19](=[CH:20][CH:21]=1)[N:18]([CH2:22][C:23]1[CH:28]=[CH:27][CH:26]=[CH:25][N:24]=1)[N:17]=[CH:16]3)=[N:5][CH:6]=[N:7]2. The catalyst class is: 5. (6) Reactant: C(OC(=O)[NH:7][C:8](=[N:19]C(OC(C)(C)C)=O)[N:9]1[CH2:14][CH:13]2[CH2:15][CH:10]1[CH2:11][N:12]2[CH:16]([CH3:18])[CH3:17])(C)(C)C.[ClH:28]. Product: [ClH:28].[CH:16]([N:12]1[CH2:11][CH:10]2[CH2:15][CH:13]1[CH2:14][N:9]2[C:8]([NH2:19])=[NH:7])([CH3:18])[CH3:17]. The catalyst class is: 71. (7) Reactant: [CH2:1]([O:8][CH2:9][CH2:10][CH2:11][CH2:12][CH2:13][CH2:14][CH2:15][CH2:16][OH:17])[CH2:2][CH2:3][CH2:4][CH2:5][CH2:6][CH3:7].CC1(C)N([O])C(C)(C)CCC1.C(=O)(O)[O-].[Na+].[Cl-].[Na+]. Product: [CH2:1]([O:8][CH2:9][CH2:10][CH2:11][CH2:12][CH2:13][CH2:14][CH2:15][CH:16]=[O:17])[CH2:2][CH2:3][CH2:4][CH2:5][CH2:6][CH3:7]. The catalyst class is: 727.